Dataset: Catalyst prediction with 721,799 reactions and 888 catalyst types from USPTO. Task: Predict which catalyst facilitates the given reaction. (1) Reactant: I[C:2]1[C:7]([CH:8]([O:13][C:14]([CH3:17])([CH3:16])[CH3:15])[C:9]([O:11][CH3:12])=[O:10])=[C:6]([CH3:18])[N:5]=[C:4]2[S:19][C:20]3[CH2:25][CH2:24][CH2:23][CH2:22][C:21]=3[C:3]=12.C(=O)([O-])[O-].[K+].[K+].[CH3:32][C:33]1[CH:38]=[CH:37][C:36](B2OC(C)(C)C(C)(C)O2)=[CH:35][N:34]=1.C(OCC)(=O)C. Product: [CH3:18][C:6]1[N:5]=[C:4]2[S:19][C:20]3[CH2:25][CH2:24][CH2:23][CH2:22][C:21]=3[C:3]2=[C:2]([C:36]2[CH:35]=[N:34][C:33]([CH3:32])=[CH:38][CH:37]=2)[C:7]=1[CH:8]([O:13][C:14]([CH3:17])([CH3:16])[CH3:15])[C:9]([O:11][CH3:12])=[O:10]. The catalyst class is: 659. (2) Reactant: [N:1]([C:4]1[N:9]=[N:8][C:7]([C:10]([O:12][CH3:13])=[O:11])=[CH:6][CH:5]=1)=[C:2]=[O:3].[CH2:14]1[C:22]2[C:17](=[CH:18][CH:19]=[CH:20][CH:21]=2)[CH2:16][NH:15]1. Product: [CH2:14]1[C:22]2[C:17](=[CH:18][CH:19]=[CH:20][CH:21]=2)[CH2:16][N:15]1[C:2]([NH:1][C:4]1[N:9]=[N:8][C:7]([C:10]([O:12][CH3:13])=[O:11])=[CH:6][CH:5]=1)=[O:3]. The catalyst class is: 7. (3) Reactant: BrC1C(=O)[NH:4][C:5](=[O:8])[NH:6]C=1.C/C(/O[Si](C)(C)C)=N\[Si](C)(C)C.[F:22][C:23]1[CH:30]=[CH:29][CH:28]=[C:27]([F:31])[C:24]=1[CH2:25]Br. Product: [F:22][C:23]1[CH:30]=[CH:29][CH:28]=[C:27]([F:31])[C:24]=1[CH2:25][NH:4][C:5]([NH2:6])=[O:8]. The catalyst class is: 68. (4) Reactant: [NH:1]1C=NC=N1.P(Cl)(Cl)(Cl)=O.[N:11]1([C:19]([CH2:21][C@H:22]([CH2:35][OH:36])[O:23][CH2:24][P:25]([O:31][CH:32]([CH3:34])[CH3:33])([O:27][CH:28]([CH3:30])[CH3:29])=[O:26])=[O:20])[CH:18]=[CH:17][C:15](=O)[NH:14][C:12]1=[O:13]. Product: [N:11]1([C:19]([CH2:21][C@H:22]([CH2:35][OH:36])[O:23][CH2:24][P:25]([O:31][CH:32]([CH3:34])[CH3:33])([O:27][CH:28]([CH3:30])[CH3:29])=[O:26])=[O:20])[CH:18]=[CH:17][C:15]([NH2:1])=[N:14][C:12]1=[O:13]. The catalyst class is: 17.